Task: Regression. Given two drug SMILES strings and cell line genomic features, predict the synergy score measuring deviation from expected non-interaction effect.. Dataset: NCI-60 drug combinations with 297,098 pairs across 59 cell lines (1) Drug 1: CC12CCC3C(C1CCC2O)C(CC4=C3C=CC(=C4)O)CCCCCCCCCS(=O)CCCC(C(F)(F)F)(F)F. Drug 2: C1CC(=O)NC(=O)C1N2C(=O)C3=CC=CC=C3C2=O. Cell line: NCI-H522. Synergy scores: CSS=-4.95, Synergy_ZIP=7.47, Synergy_Bliss=-1.07, Synergy_Loewe=-3.55, Synergy_HSA=-5.64. (2) Drug 1: CCCCC(=O)OCC(=O)C1(CC(C2=C(C1)C(=C3C(=C2O)C(=O)C4=C(C3=O)C=CC=C4OC)O)OC5CC(C(C(O5)C)O)NC(=O)C(F)(F)F)O. Drug 2: CC1CCC2CC(C(=CC=CC=CC(CC(C(=O)C(C(C(=CC(C(=O)CC(OC(=O)C3CCCCN3C(=O)C(=O)C1(O2)O)C(C)CC4CCC(C(C4)OC)O)C)C)O)OC)C)C)C)OC. Cell line: SNB-19. Synergy scores: CSS=59.8, Synergy_ZIP=13.7, Synergy_Bliss=18.9, Synergy_Loewe=16.1, Synergy_HSA=17.3. (3) Drug 1: COC1=CC(=CC(=C1O)OC)C2C3C(COC3=O)C(C4=CC5=C(C=C24)OCO5)OC6C(C(C7C(O6)COC(O7)C8=CC=CS8)O)O. Drug 2: CC1=C(C=C(C=C1)C(=O)NC2=CC(=CC(=C2)C(F)(F)F)N3C=C(N=C3)C)NC4=NC=CC(=N4)C5=CN=CC=C5. Cell line: MOLT-4. Synergy scores: CSS=85.3, Synergy_ZIP=12.3, Synergy_Bliss=12.0, Synergy_Loewe=-10.6, Synergy_HSA=9.93.